Regression. Given a peptide amino acid sequence and an MHC pseudo amino acid sequence, predict their binding affinity value. This is MHC class I binding data. From a dataset of Peptide-MHC class I binding affinity with 185,985 pairs from IEDB/IMGT. (1) The peptide sequence is IVDCLTEMY. The MHC is HLA-A31:01 with pseudo-sequence HLA-A31:01. The binding affinity (normalized) is 0.0847. (2) The peptide sequence is WLKHIEKNY. The MHC is HLA-A30:01 with pseudo-sequence HLA-A30:01. The binding affinity (normalized) is 0.0847. (3) The peptide sequence is RALKAYFTAK. The MHC is HLA-A03:01 with pseudo-sequence HLA-A03:01. The binding affinity (normalized) is 0.767. (4) The peptide sequence is LLDEPTNNL. The MHC is HLA-A69:01 with pseudo-sequence HLA-A69:01. The binding affinity (normalized) is 0.585. (5) The peptide sequence is NTDDFPLTL. The MHC is HLA-A25:01 with pseudo-sequence HLA-A25:01. The binding affinity (normalized) is 0.0847. (6) The peptide sequence is TTERGGKAY. The MHC is HLA-A01:01 with pseudo-sequence HLA-A01:01. The binding affinity (normalized) is 0.419.